The task is: Predict the product of the given reaction.. This data is from Forward reaction prediction with 1.9M reactions from USPTO patents (1976-2016). Given the reactants [Cl:1][C:2]1[CH:11]=[C:10]([Cl:12])[C:9]([OH:13])=[C:8]2[C:3]=1[CH:4]=[CH:5][C:6]([NH:14][CH3:15])=[N:7]2.C(=O)([O-])[O-].[K+].[K+].Br[CH:23]([CH3:25])[CH3:24].[Cl-].[NH4+], predict the reaction product. The product is: [Cl:1][C:2]1[CH:11]=[C:10]([Cl:12])[C:9]([O:13][CH:23]([CH3:25])[CH3:24])=[C:8]2[C:3]=1[CH:4]=[CH:5][C:6]([NH:14][CH3:15])=[N:7]2.